This data is from Forward reaction prediction with 1.9M reactions from USPTO patents (1976-2016). The task is: Predict the product of the given reaction. (1) Given the reactants [N+]([C:4]1[CH:12]=[CH:11][C:7]([C:8](O)=O)=[CH:6][CH:5]=1)([O-])=O.[C:13]([O:16][CH2:17]C)(=[O:15])[CH3:14], predict the reaction product. The product is: [CH:7]1(/[CH:8]=[CH:14]/[C:13]([O:16][CH3:17])=[O:15])[CH2:11][CH2:12][CH2:4][CH2:5][CH2:6]1. (2) Given the reactants [F:1][C:2]([F:17])([F:16])[C:3]1[CH:7]=[C:6]([C:8]([F:11])([F:10])[F:9])[N:5]([CH2:12][C:13]([OH:15])=O)[N:4]=1.CCN(C(C)C)C(C)C.[Cl-].[CH:28]1([O:34][C:35]([C:37]2[N:38]=[C:39]([CH:42]3[CH2:47][CH2:46][NH2+:45][CH2:44][CH2:43]3)[S:40][CH:41]=2)=[O:36])[CH2:33][CH2:32][CH2:31][CH2:30][CH2:29]1.F[P-](F)(F)(F)(F)F.Br[P+](N1CCCC1)(N1CCCC1)N1CCCC1, predict the reaction product. The product is: [F:16][C:2]([F:1])([F:17])[C:3]1[CH:7]=[C:6]([C:8]([F:9])([F:10])[F:11])[N:5]([CH2:12][C:13]([N:45]2[CH2:44][CH2:43][CH:42]([C:39]3[S:40][CH:41]=[C:37]([C:35]([O:34][CH:28]4[CH2:29][CH2:30][CH2:31][CH2:32][CH2:33]4)=[O:36])[N:38]=3)[CH2:47][CH2:46]2)=[O:15])[N:4]=1. (3) Given the reactants Cl.[NH2:2][C@@H:3]([CH2:6][O:7][CH3:8])[CH2:4][OH:5].C(N(C(C)C)CC)(C)C.[CH:18](=O)[C:19]1[CH:24]=[CH:23][CH:22]=[CH:21][CH:20]=1.[BH4-].[Na+], predict the reaction product. The product is: [CH2:18]([NH:2][C@@H:3]([CH2:6][O:7][CH3:8])[CH2:4][OH:5])[C:19]1[CH:24]=[CH:23][CH:22]=[CH:21][CH:20]=1. (4) Given the reactants [CH:1]1([N:4](CC2C=CC(OC)=CC=2)[C:5]2[C:10]3=[N:11][CH:12]=[C:13]([C:14]#[N:15])[N:9]3[N:8]=[C:7](S(C)(=O)=O)[N:6]=2)[CH2:3][CH2:2]1.[NH2:29][C:30]1[CH:31]=[C:32]([CH:35]=[C:36]([N:39]2[CH2:44][CH2:43][O:42][CH:41]([C:45]([N:47]3[CH2:52][CH2:51][O:50][CH2:49][CH2:48]3)=[O:46])[CH2:40]2)[C:37]=1[Cl:38])[C:33]#[N:34].C([O-])([O-])=O.[Cs+].[Cs+].C(=O)(O)[O-].[Na+], predict the reaction product. The product is: [Cl:38][C:37]1[C:36]([N:39]2[CH2:44][CH2:43][O:42][CH:41]([C:45]([N:47]3[CH2:48][CH2:49][O:50][CH2:51][CH2:52]3)=[O:46])[CH2:40]2)=[CH:35][C:32]([C:33]#[N:34])=[CH:31][C:30]=1[NH:29][C:7]1[N:6]=[C:5]([NH:4][CH:1]2[CH2:2][CH2:3]2)[C:10]2=[N:11][CH:12]=[C:13]([C:14]#[N:15])[N:9]2[N:8]=1. (5) Given the reactants [NH2:1][C:2]1[CH:7]=[CH:6][C:5]([C:8]2[C:16]3[C:15]([NH2:17])=[N:14][CH:13]=[N:12][C:11]=3[S:10][C:9]=2[CH3:18])=[CH:4][CH:3]=1.[CH:19]1[CH:24]=[CH:23][C:22]([O:25][C:26](OC2C=CC=CC=2)=[N:27][C:28]#[N:29])=[CH:21][CH:20]=1, predict the reaction product. The product is: [NH2:17][C:15]1[C:16]2[C:8]([C:5]3[CH:4]=[CH:3][C:2]([NH:1][C:26](=[N:27][C:28]#[N:29])[O:25][C:22]4[CH:23]=[CH:24][CH:19]=[CH:20][CH:21]=4)=[CH:7][CH:6]=3)=[C:9]([CH3:18])[S:10][C:11]=2[N:12]=[CH:13][N:14]=1. (6) Given the reactants [F:1][C:2]1[CH:7]=[C:6]([F:8])[CH:5]=[CH:4][C:3]=1[C:9]1[CH:14]=[C:13]([CH3:15])[O:12][C:11](=[O:16])[C:10]=1[CH3:17].[Br:18]N1C(=O)CCC1=O, predict the reaction product. The product is: [Br:18][C:14]1[C:9]([C:3]2[CH:4]=[CH:5][C:6]([F:8])=[CH:7][C:2]=2[F:1])=[C:10]([CH3:17])[C:11](=[O:16])[O:12][C:13]=1[CH3:15].